This data is from NCI-60 drug combinations with 297,098 pairs across 59 cell lines. The task is: Regression. Given two drug SMILES strings and cell line genomic features, predict the synergy score measuring deviation from expected non-interaction effect. (1) Drug 1: CC(C)NC(=O)C1=CC=C(C=C1)CNNC.Cl. Drug 2: CC12CCC3C(C1CCC2OP(=O)(O)O)CCC4=C3C=CC(=C4)OC(=O)N(CCCl)CCCl.[Na+]. Cell line: UACC62. Synergy scores: CSS=11.7, Synergy_ZIP=-2.36, Synergy_Bliss=1.64, Synergy_Loewe=-0.140, Synergy_HSA=0.577. (2) Drug 1: COC1=C(C=C2C(=C1)N=CN=C2NC3=CC(=C(C=C3)F)Cl)OCCCN4CCOCC4. Drug 2: CCC1=C2CN3C(=CC4=C(C3=O)COC(=O)C4(CC)O)C2=NC5=C1C=C(C=C5)O. Cell line: SK-OV-3. Synergy scores: CSS=52.4, Synergy_ZIP=-1.29, Synergy_Bliss=-1.33, Synergy_Loewe=0.732, Synergy_HSA=3.01. (3) Drug 1: CC1=CC=C(C=C1)C2=CC(=NN2C3=CC=C(C=C3)S(=O)(=O)N)C(F)(F)F. Drug 2: C1C(C(OC1N2C=NC3=C2NC=NCC3O)CO)O. Cell line: SK-MEL-2. Synergy scores: CSS=-4.79, Synergy_ZIP=9.49, Synergy_Bliss=7.02, Synergy_Loewe=-0.482, Synergy_HSA=-4.68. (4) Drug 1: CN(C(=O)NC(C=O)C(C(C(CO)O)O)O)N=O. Drug 2: CC(C)CN1C=NC2=C1C3=CC=CC=C3N=C2N. Cell line: CCRF-CEM. Synergy scores: CSS=-3.38, Synergy_ZIP=4.22, Synergy_Bliss=3.90, Synergy_Loewe=-1.47, Synergy_HSA=-1.81.